Dataset: Forward reaction prediction with 1.9M reactions from USPTO patents (1976-2016). Task: Predict the product of the given reaction. Given the reactants [CH:1]([C:4]1[CH:5]=[C:6]([CH:18]=[CH:19][CH:20]=1)[CH2:7][N:8]1[CH:13]=[CH:12][CH:11]=[C:10]([C:14]([OH:16])=O)[C:9]1=[O:17])([CH3:3])[CH3:2].[NH2:21][C@@H:22]([CH2:30][CH2:31][CH2:32][NH:33][C:34]([NH:36][S:37]([C:40]1[C:41]([CH3:54])=[C:42]2[C:47](=[C:48]([CH3:51])[C:49]=1[CH3:50])[O:46][C:45]([CH3:53])([CH3:52])[CH2:44][CH2:43]2)(=[O:39])=[O:38])=[NH:35])[C:23]([O:25][C:26]([CH3:29])([CH3:28])[CH3:27])=[O:24].CN(C(ON1N=NC2C=CC=CC1=2)=[N+](C)C)C.F[P-](F)(F)(F)(F)F.CCN(C(C)C)C(C)C, predict the reaction product. The product is: [CH:1]([C:4]1[CH:5]=[C:6]([CH:18]=[CH:19][CH:20]=1)[CH2:7][N:8]1[CH:13]=[CH:12][CH:11]=[C:10]([C:14]([NH:21][C@@H:22]([CH2:30][CH2:31][CH2:32][NH:33][C:34]([NH:36][S:37]([C:40]2[C:41]([CH3:54])=[C:42]3[C:47](=[C:48]([CH3:51])[C:49]=2[CH3:50])[O:46][C:45]([CH3:53])([CH3:52])[CH2:44][CH2:43]3)(=[O:38])=[O:39])=[NH:35])[C:23]([O:25][C:26]([CH3:27])([CH3:28])[CH3:29])=[O:24])=[O:16])[C:9]1=[O:17])([CH3:2])[CH3:3].